From a dataset of Catalyst prediction with 721,799 reactions and 888 catalyst types from USPTO. Predict which catalyst facilitates the given reaction. Reactant: [H-].[Na+].[C:3](#[N:5])[CH3:4].[F:6][C:7]([F:21])([F:20])[C:8]1[CH:9]=[C:10]([CH2:14][C:15](OCC)=[O:16])[CH:11]=[CH:12][CH:13]=1.Cl. The catalyst class is: 38. Product: [O:16]=[C:15]([CH2:14][C:10]1[CH:11]=[CH:12][CH:13]=[C:8]([C:7]([F:6])([F:20])[F:21])[CH:9]=1)[CH2:4][C:3]#[N:5].